Dataset: Reaction yield outcomes from USPTO patents with 853,638 reactions. Task: Predict the reaction yield, written as a fraction of the theoretical maximum amount of product (1.0 means a 100% yield; for example, 0.34 means a 34% yield). (1) The reactants are [C:1]([O:5][C:6]([N:8]1[CH2:12][CH2:11][CH2:10][CH:9]1[C:13]1[NH:14][C:15]([C:18]2[CH:23]=[CH:22][C:21](B3OC(C)(C)C(C)(C)O3)=[CH:20][CH:19]=2)=[CH:16][N:17]=1)=[O:7])([CH3:4])([CH3:3])[CH3:2].Br[C:34]1[CH:41]=[CH:40][C:39]([Cl:42])=[CH:38][C:35]=1[C:36]#[N:37].C(=O)([O-])[O-].[K+].[K+]. The catalyst is C1C=CC([P]([Pd]([P](C2C=CC=CC=2)(C2C=CC=CC=2)C2C=CC=CC=2)([P](C2C=CC=CC=2)(C2C=CC=CC=2)C2C=CC=CC=2)[P](C2C=CC=CC=2)(C2C=CC=CC=2)C2C=CC=CC=2)(C2C=CC=CC=2)C2C=CC=CC=2)=CC=1.C([O-])(O)=O.[Na+]. The product is [C:1]([O:5][C:6]([N:8]1[CH2:12][CH2:11][CH2:10][CH:9]1[C:13]1[NH:14][C:15]([C:18]2[CH:19]=[CH:20][C:21]([C:34]3[CH:41]=[CH:40][C:39]([Cl:42])=[CH:38][C:35]=3[C:36]#[N:37])=[CH:22][CH:23]=2)=[CH:16][N:17]=1)=[O:7])([CH3:4])([CH3:3])[CH3:2]. The yield is 0.810. (2) The reactants are [Cl:1][C:2]1[CH:7]=[CH:6][C:5]([CH:8](Cl)[C:9]2[CH:14]=[CH:13][CH:12]=[CH:11][CH:10]=2)=[CH:4][CH:3]=1.[NH:16]1[CH2:21][CH2:20][NH:19][CH2:18][CH2:17]1.C([O-])([O-])=O.[K+].[K+]. The catalyst is CC(=O)CC. The product is [Cl:1][C:2]1[CH:7]=[CH:6][C:5]([CH:8]([C:9]2[CH:14]=[CH:13][CH:12]=[CH:11][CH:10]=2)[N:16]2[CH2:21][CH2:20][NH:19][CH2:18][CH2:17]2)=[CH:4][CH:3]=1. The yield is 0.570.